The task is: Regression. Given two drug SMILES strings and cell line genomic features, predict the synergy score measuring deviation from expected non-interaction effect.. This data is from NCI-60 drug combinations with 297,098 pairs across 59 cell lines. (1) Drug 1: COC1=CC(=CC(=C1O)OC)C2C3C(COC3=O)C(C4=CC5=C(C=C24)OCO5)OC6C(C(C7C(O6)COC(O7)C8=CC=CS8)O)O. Drug 2: CC1=C(C=C(C=C1)C(=O)NC2=CC(=CC(=C2)C(F)(F)F)N3C=C(N=C3)C)NC4=NC=CC(=N4)C5=CN=CC=C5. Cell line: MDA-MB-435. Synergy scores: CSS=0.572, Synergy_ZIP=-1.68, Synergy_Bliss=-3.40, Synergy_Loewe=-10.1, Synergy_HSA=-7.29. (2) Drug 1: C1CCC(CC1)NC(=O)N(CCCl)N=O. Drug 2: C1=CN(C=N1)CC(O)(P(=O)(O)O)P(=O)(O)O. Cell line: SW-620. Synergy scores: CSS=8.25, Synergy_ZIP=-7.12, Synergy_Bliss=-11.8, Synergy_Loewe=-15.2, Synergy_HSA=-11.9. (3) Drug 1: CCCCCOC(=O)NC1=NC(=O)N(C=C1F)C2C(C(C(O2)C)O)O. Drug 2: CC(C)NC(=O)C1=CC=C(C=C1)CNNC.Cl. Cell line: DU-145. Synergy scores: CSS=-6.33, Synergy_ZIP=3.04, Synergy_Bliss=-0.303, Synergy_Loewe=-1.30, Synergy_HSA=-6.33. (4) Drug 1: CC1=C2C(C(=O)C3(C(CC4C(C3C(C(C2(C)C)(CC1OC(=O)C(C(C5=CC=CC=C5)NC(=O)OC(C)(C)C)O)O)OC(=O)C6=CC=CC=C6)(CO4)OC(=O)C)O)C)O. Drug 2: CC1CCCC2(C(O2)CC(NC(=O)CC(C(C(=O)C(C1O)C)(C)C)O)C(=CC3=CSC(=N3)C)C)C. Cell line: OVCAR-5. Synergy scores: CSS=63.0, Synergy_ZIP=-1.60, Synergy_Bliss=-1.76, Synergy_Loewe=-5.66, Synergy_HSA=0.928. (5) Drug 1: CCC1(CC2CC(C3=C(CCN(C2)C1)C4=CC=CC=C4N3)(C5=C(C=C6C(=C5)C78CCN9C7C(C=CC9)(C(C(C8N6C)(C(=O)OC)O)OC(=O)C)CC)OC)C(=O)OC)O.OS(=O)(=O)O. Drug 2: C1=NC(=NC(=O)N1C2C(C(C(O2)CO)O)O)N. Cell line: M14. Synergy scores: CSS=5.51, Synergy_ZIP=-1.34, Synergy_Bliss=1.72, Synergy_Loewe=-7.53, Synergy_HSA=-7.07. (6) Drug 1: CC(C1=C(C=CC(=C1Cl)F)Cl)OC2=C(N=CC(=C2)C3=CN(N=C3)C4CCNCC4)N. Drug 2: CC1=CC2C(CCC3(C2CCC3(C(=O)C)OC(=O)C)C)C4(C1=CC(=O)CC4)C. Cell line: HCT-15. Synergy scores: CSS=9.22, Synergy_ZIP=1.91, Synergy_Bliss=6.75, Synergy_Loewe=2.54, Synergy_HSA=4.80. (7) Drug 1: C1=CN(C(=O)N=C1N)C2C(C(C(O2)CO)O)O.Cl. Drug 2: CC1=C(N=C(N=C1N)C(CC(=O)N)NCC(C(=O)N)N)C(=O)NC(C(C2=CN=CN2)OC3C(C(C(C(O3)CO)O)O)OC4C(C(C(C(O4)CO)O)OC(=O)N)O)C(=O)NC(C)C(C(C)C(=O)NC(C(C)O)C(=O)NCCC5=NC(=CS5)C6=NC(=CS6)C(=O)NCCC[S+](C)C)O. Cell line: SF-295. Synergy scores: CSS=48.2, Synergy_ZIP=-2.65, Synergy_Bliss=-2.42, Synergy_Loewe=-1.57, Synergy_HSA=3.15. (8) Drug 1: C(=O)(N)NO. Drug 2: CC1=C(C(=O)C2=C(C1=O)N3CC4C(C3(C2COC(=O)N)OC)N4)N. Cell line: BT-549. Synergy scores: CSS=20.9, Synergy_ZIP=-2.60, Synergy_Bliss=-0.248, Synergy_Loewe=-7.88, Synergy_HSA=0.664.